This data is from Full USPTO retrosynthesis dataset with 1.9M reactions from patents (1976-2016). The task is: Predict the reactants needed to synthesize the given product. (1) Given the product [CH3:20][N:21]([CH3:39])[CH2:22][CH2:23][O:24][C:25]1[CH:30]=[CH:29][N:28]2[C:31]([C:34]([NH:11][C:9]3[CH:8]=[CH:7][CH:6]=[C:5]4[C:10]=3[C:2]([CH3:1])=[N:3][N:4]4[CH2:12][C:13]3[CH:18]=[CH:17][CH:16]=[C:15]([CH3:19])[N:14]=3)=[O:35])=[CH:32][N:33]=[C:27]2[CH:26]=1, predict the reactants needed to synthesize it. The reactants are: [CH3:1][C:2]1[C:10]2[C:9]([NH2:11])=[CH:8][CH:7]=[CH:6][C:5]=2[N:4]([CH2:12][C:13]2[CH:18]=[CH:17][CH:16]=[C:15]([CH3:19])[N:14]=2)[N:3]=1.[CH3:20][N:21]([CH3:39])[CH2:22][CH2:23][O:24][C:25]1[CH:30]=[CH:29][N:28]2[C:31]([C:34](OCC)=[O:35])=[CH:32][N:33]=[C:27]2[CH:26]=1. (2) Given the product [F:21][C:22]1[CH:30]=[C:29]2[C:25]([C:26]([C:40]3[CH:56]=[CH:55][C:43]4[N:44]=[C:45]([CH2:47][N:48]5[CH2:53][CH2:52][N:51]([CH3:54])[CH2:50][CH2:49]5)[O:46][C:42]=4[CH:41]=3)=[CH:27][NH:28]2)=[CH:24][CH:23]=1, predict the reactants needed to synthesize it. The reactants are: FC1C=C2C(C(I)=CN2S(C2C=CC=CC=2)(=O)=O)=CC=1.[F:21][C:22]1[CH:30]=[C:29]2[C:25]([C:26]([C:40]3[CH:56]=[CH:55][C:43]4[N:44]=[C:45]([CH2:47][N:48]5[CH2:53][CH2:52][N:51]([CH3:54])[CH2:50][CH2:49]5)[O:46][C:42]=4[CH:41]=3)=[CH:27][N:28]2S(C2C=CC=CC=2)(=O)=O)=[CH:24][CH:23]=1. (3) The reactants are: [CH3:1][S:2]([CH2:5][CH2:6][C@H:7]1[CH2:12][CH2:11][C@H:10]([NH:13][C:14]2[C:19]([N+:20]([O-])=O)=[CH:18][N:17]=[C:16]3[CH:23]=[CH:24][S:25][C:15]=23)[CH2:9][CH2:8]1)(=[O:4])=[O:3]. Given the product [CH3:1][S:2]([CH2:5][CH2:6][C@H:7]1[CH2:12][CH2:11][C@H:10]([NH:13][C:14]2[C:19]([NH2:20])=[CH:18][N:17]=[C:16]3[CH:23]=[CH:24][S:25][C:15]=23)[CH2:9][CH2:8]1)(=[O:3])=[O:4], predict the reactants needed to synthesize it. (4) Given the product [CH3:32][O:11][S:9]([C:5]1[CH:6]=[C:7]([Cl:8])[C:2]([Cl:1])=[CH:3][C:4]=1[NH:13][C:14]([C:16]1[CH:20]=[C:19]([C:21]2[CH:22]=[CH:23][C:24]([Cl:27])=[CH:25][CH:26]=2)[O:18][C:17]=1[C:28]([F:29])([F:31])[F:30])=[O:15])(=[O:12])=[O:10], predict the reactants needed to synthesize it. The reactants are: [Cl:1][C:2]1[C:7]([Cl:8])=[CH:6][C:5]([S:9]([OH:12])(=[O:11])=[O:10])=[C:4]([NH:13][C:14]([C:16]2[CH:20]=[C:19]([C:21]3[CH:26]=[CH:25][C:24]([Cl:27])=[CH:23][CH:22]=3)[O:18][C:17]=2[C:28]([F:31])([F:30])[F:29])=[O:15])[CH:3]=1.[CH2:32](Cl)Cl. (5) Given the product [CH:12]([O:14][CH:2]([CH3:11])[C:3](=[O:4])[C:5]1[CH:10]=[CH:9][CH:8]=[CH:7][CH:6]=1)=[O:13], predict the reactants needed to synthesize it. The reactants are: Br[CH:2]([CH3:11])[C:3]([C:5]1[CH:10]=[CH:9][CH:8]=[CH:7][CH:6]=1)=[O:4].[CH:12]([OH:14])=[O:13].C(N(CC)CC)C.O. (6) The reactants are: [CH3:1][C:2]1([CH3:19])[O:6][C@H:5]([C@@H:7]([C:9]2[CH:14]=[CH:13][CH:12]=[CH:11][CH:10]=2)[OH:8])[C@H:4]([CH:15]=C(C)C)[O:3]1.[O:20]=[O+][O-].N#N. Given the product [CH3:19][C:2]1([CH3:1])[O:6][C@@H:5]2[C@H:7]([C:9]3[CH:10]=[CH:11][CH:12]=[CH:13][CH:14]=3)[O:8][C@@H:15]([OH:20])[C@@H:4]2[O:3]1, predict the reactants needed to synthesize it. (7) Given the product [C:32]([O:31][C:29]([NH:28][C@@H:20]([CH2:21][C:22]1[CH:23]=[CH:24][CH:25]=[CH:26][CH:27]=1)[CH2:19][C@@H:18]1[O:36][C:4](=[O:5])[NH:9][C@H:10]1[CH2:11][C:12]1[CH:13]=[CH:14][CH:15]=[CH:16][CH:17]=1)=[O:30])([CH3:33])([CH3:35])[CH3:34], predict the reactants needed to synthesize it. The reactants are: C(O)(=O)CC[C:4](O)=[O:5].[NH2:9][C@H:10]([C@@H:18]([OH:36])[CH2:19][C@@H:20]([NH:28][C:29]([O:31][C:32]([CH3:35])([CH3:34])[CH3:33])=[O:30])[CH2:21][C:22]1[CH:27]=[CH:26][CH:25]=[CH:24][CH:23]=1)[CH2:11][C:12]1[CH:17]=[CH:16][CH:15]=[CH:14][CH:13]=1.C1C([N+]([O-])=O)=CC=C(OC(OCC2SC=NC=2)=O)C=1.Cl.C(=O)(O)[O-].[Na+].[OH-].[Na+].Cl. (8) Given the product [C:12]1([CH2:11][CH2:10][C:21]2[CH:29]=[C:28]3[C:24]([C:25]([NH:38][C:39](=[O:43])[CH2:40][CH2:41][CH3:42])=[N:26][N:27]3[CH2:30][O:31][CH2:32][CH2:33][Si:34]([CH3:37])([CH3:35])[CH3:36])=[CH:23][CH:22]=2)[CH:17]=[CH:16][CH:15]=[CH:14][CH:13]=1, predict the reactants needed to synthesize it. The reactants are: C12BC(CCC1)CCC2.[CH2:10]=[CH:11][C:12]1[CH:17]=[CH:16][CH:15]=[CH:14][CH:13]=1.[OH-].[Na+].Cl[C:21]1[CH:29]=[C:28]2[C:24]([C:25]([NH:38][C:39](=[O:43])[CH2:40][CH2:41][CH3:42])=[N:26][N:27]2[CH2:30][O:31][CH2:32][CH2:33][Si:34]([CH3:37])([CH3:36])[CH3:35])=[CH:23][CH:22]=1.[F-].[Cs+]. (9) Given the product [I:18][C:29]1[CH:30]=[CH:31][C:26]([N:23]2[CH2:24][CH2:25][N:20]([CH3:19])[CH2:21][CH2:22]2)=[C:27]([CH3:32])[CH:28]=1, predict the reactants needed to synthesize it. The reactants are: [B-](F)(F)(F)F.C1C=CN=CC=1.C1C=CN=CC=1.[IH2+:18].[CH3:19][N:20]1[CH2:25][CH2:24][N:23]([C:26]2[CH:31]=[CH:30][CH:29]=[CH:28][C:27]=2[CH3:32])[CH2:22][CH2:21]1.FC(F)(F)S(O)(=O)=O.[O-]S([O-])(=S)=O.[Na+].[Na+].